Dataset: Full USPTO retrosynthesis dataset with 1.9M reactions from patents (1976-2016). Task: Predict the reactants needed to synthesize the given product. (1) The reactants are: [C:1]([O:5][C:6]([NH:8][C@H:9]([CH2:14][C:15]1[CH:20]=[C:19]([F:21])[C:18]([F:22])=[CH:17][C:16]=1[F:23])[CH2:10][C:11](O)=[O:12])=[O:7])([CH3:4])([CH3:3])[CH3:2].F[P-](F)(F)(F)(F)F.FC1N(C)CC[NH+]1C.CN(C=O)C.O.[NH2:45][NH2:46]. Given the product [C:1]([O:5][C:6](=[O:7])[NH:8][C@H:9]([CH2:14][C:15]1[CH:20]=[C:19]([F:21])[C:18]([F:22])=[CH:17][C:16]=1[F:23])[CH2:10][C:11]([NH:45][NH2:46])=[O:12])([CH3:4])([CH3:3])[CH3:2], predict the reactants needed to synthesize it. (2) The reactants are: CN(C(ON1N=NC2C=CC=NC1=2)=[N+](C)C)C.F[P-](F)(F)(F)(F)F.CCN(C(C)C)C(C)C.[F:34][C:35]1[CH:36]=[C:37]([CH:40]=[CH:41][CH:42]=1)[CH2:38][NH2:39].[CH2:43]([N:47]1[C:56]2[C:51](=[CH:52][CH:53]=[C:54]([C:57]([F:60])([F:59])[F:58])[CH:55]=2)[C:50]([CH3:61])=[C:49]([C:62](O)=[O:63])[C:48]1=[O:65])[CH2:44][CH2:45][CH3:46]. Given the product [CH2:43]([N:47]1[C:56]2[C:51](=[CH:52][CH:53]=[C:54]([C:57]([F:60])([F:59])[F:58])[CH:55]=2)[C:50]([CH3:61])=[C:49]([C:62]([NH:39][CH2:38][C:37]2[CH:40]=[CH:41][CH:42]=[C:35]([F:34])[CH:36]=2)=[O:63])[C:48]1=[O:65])[CH2:44][CH2:45][CH3:46], predict the reactants needed to synthesize it. (3) Given the product [CH3:25][C:26]1[C:27]([C:32]([NH:1][C:2]2[CH:7]=[CH:6][C:5]([N:8]3[C:14](=[O:15])[CH2:13][C:12](=[O:16])[NH:11][C:10]4[C:17]5[C:22]([CH:23]=[CH:24][C:9]3=4)=[CH:21][CH:20]=[CH:19][CH:18]=5)=[CH:4][CH:3]=2)=[O:33])=[N:28][CH:29]=[CH:30][CH:31]=1, predict the reactants needed to synthesize it. The reactants are: [NH2:1][C:2]1[CH:7]=[CH:6][C:5]([N:8]2[C:14](=[O:15])[CH2:13][C:12](=[O:16])[NH:11][C:10]3[C:17]4[C:22]([CH:23]=[CH:24][C:9]2=3)=[CH:21][CH:20]=[CH:19][CH:18]=4)=[CH:4][CH:3]=1.[CH3:25][C:26]1[C:27]([C:32](Cl)=[O:33])=[N:28][CH:29]=[CH:30][CH:31]=1.NC1C=CC(N2C(=O)CC(=O)NC3C(CC)=CC=CC2=3)=CC=1. (4) Given the product [NH2:28][CH:14]([C:15]1[CH:20]=[CH:19][CH:18]=[CH:17][CH:16]=1)[CH2:13][C:3]1[C:4](=[O:12])[N:5]([CH:9]([CH3:11])[CH3:10])[C:6](=[O:8])[NH:7][C:2]=1[Cl:1], predict the reactants needed to synthesize it. The reactants are: [Cl:1][C:2]1[NH:7][C:6](=[O:8])[N:5]([CH:9]([CH3:11])[CH3:10])[C:4](=[O:12])[C:3]=1[CH2:13][C:14](=O)[C:15]1[CH:20]=[CH:19][CH:18]=[CH:17][CH:16]=1.C([O-])(=O)C.[NH4+].C([BH3-])#[N:28].[Na+]. (5) The reactants are: CC(C)=[O:3].OS(O)(=O)=O.O=[Cr](=O)=O.[OH:14][CH2:15][C@H:16]1[C@@H:18]([CH2:19][C:20]([O:22][CH3:23])=[O:21])[C:17]1([CH3:25])[CH3:24]. Given the product [CH3:23][O:22][C:20](=[O:21])[CH2:19][C@@H:18]1[C@H:16]([C:15]([OH:3])=[O:14])[C:17]1([CH3:25])[CH3:24], predict the reactants needed to synthesize it. (6) Given the product [CH2:1]([O:3][C:4](=[O:22])[CH2:5][CH:6]1[CH2:11][CH2:10][CH:9]([C:12]2[CH:17]=[CH:16][C:15]([C:18](=[O:21])[CH2:19][N:23]=[N+:24]=[N-:25])=[CH:14][CH:13]=2)[CH2:8][CH2:7]1)[CH3:2], predict the reactants needed to synthesize it. The reactants are: [CH2:1]([O:3][C:4](=[O:22])[CH2:5][CH:6]1[CH2:11][CH2:10][CH:9]([C:12]2[CH:17]=[CH:16][C:15]([C:18](=[O:21])[CH2:19]Br)=[CH:14][CH:13]=2)[CH2:8][CH2:7]1)[CH3:2].[N-:23]=[N+:24]=[N-:25].[Na+].O.CCOC(C)=O. (7) Given the product [CH3:8][C:7]1([CH3:9])[CH2:6][N:5]([S:10]([C:13]2[CH:14]=[CH:15][C:16]([CH3:17])=[CH:18][CH:19]=2)(=[O:12])=[O:11])[CH2:4][CH:3]([NH:20][C:21](=[O:28])[C:22]2[CH:27]=[CH:26][CH:25]=[CH:24][N:23]=2)[C:2]1=[O:1], predict the reactants needed to synthesize it. The reactants are: [OH:1][CH:2]1[C:7]([CH3:9])([CH3:8])[CH2:6][N:5]([S:10]([C:13]2[CH:19]=[CH:18][C:16]([CH3:17])=[CH:15][CH:14]=2)(=[O:12])=[O:11])[CH2:4][CH:3]1[NH:20][C:21](=[O:28])[C:22]1[CH:27]=[CH:26][CH:25]=[CH:24][N:23]=1.CC(OI1(OC(C)=O)(OC(C)=O)OC(=O)C2C=CC=CC1=2)=O.[OH-].[Na+]. (8) Given the product [CH2:23]([S:30][C:31]([CH3:35])([CH3:34])[CH2:32][NH:33][C:20]([C:6]1[NH:7][C:8]2[C:4]([CH:5]=1)=[CH:3][C:2]([F:1])=[CH:10][C:9]=2[NH:11][S:12]([C:15]1[S:16][CH:17]=[CH:18][CH:19]=1)(=[O:14])=[O:13])=[O:21])[C:24]1[CH:29]=[CH:28][CH:27]=[CH:26][CH:25]=1, predict the reactants needed to synthesize it. The reactants are: [F:1][C:2]1[CH:3]=[C:4]2[C:8](=[C:9]([NH:11][S:12]([C:15]3[S:16][CH:17]=[CH:18][CH:19]=3)(=[O:14])=[O:13])[CH:10]=1)[NH:7][C:6]([C:20](O)=[O:21])=[CH:5]2.[CH2:23]([S:30][C:31]([CH3:35])([CH3:34])[CH2:32][NH2:33])[C:24]1[CH:29]=[CH:28][CH:27]=[CH:26][CH:25]=1.N1(O)C2C=CC=CC=2N=N1.Cl.CN(C)CCCN=C=NCC. (9) Given the product [OH:9][CH2:8][C:5]1([C:3]([NH:2][CH3:1])=[O:4])[CH2:7][CH2:6]1, predict the reactants needed to synthesize it. The reactants are: [CH3:1][NH:2][C:3]([C:5]1([C:8](OC)=[O:9])[CH2:7][CH2:6]1)=[O:4].O.